This data is from Reaction yield outcomes from USPTO patents with 853,638 reactions. The task is: Predict the reaction yield, written as a fraction of the theoretical maximum amount of product (1.0 means a 100% yield; for example, 0.34 means a 34% yield). (1) The product is [Cl:1][C:2]1[O:6][C:5]([CH2:7][C:8]2[CH:13]=[CH:12][C:11]([CH2:14][C:15]3[CH:25]=[C:24]([C:26]4[CH:27]=[CH:28][C:29]([NH2:32])=[N:30][CH:31]=4)[O:17][N:16]=3)=[CH:10][CH:9]=2)=[CH:4][CH:3]=1. The yield is 0.0490. The catalyst is O. The reactants are [Cl:1][C:2]1[O:6][C:5]([CH2:7][C:8]2[CH:13]=[CH:12][C:11]([CH2:14][C:15](Cl)=[N:16][OH:17])=[CH:10][CH:9]=2)=[CH:4][CH:3]=1.O1CCCC1.[C:24]([C:26]1[CH:27]=[CH:28][C:29]([NH2:32])=[N:30][CH:31]=1)#[CH:25].C(N(CC)CC)C. (2) The reactants are [CH2:1]([O:3][C:4](=[O:26])[CH2:5][N:6]1[C:14]2[CH2:13][CH2:12][CH2:11][CH:10]([NH:15][S:16]([C:19]3[CH:24]=[CH:23][CH:22]=[C:21]([NH2:25])[CH:20]=3)(=[O:18])=[O:17])[C:9]=2[CH:8]=[N:7]1)[CH3:2].[C:27](Cl)(=[O:29])[CH3:28].C(N(CC)CC)C. The catalyst is O1CCCC1. The product is [CH2:1]([O:3][C:4](=[O:26])[CH2:5][N:6]1[C:14]2[CH2:13][CH2:12][CH2:11][CH:10]([NH:15][S:16]([C:19]3[CH:24]=[CH:23][CH:22]=[C:21]([NH:25][C:27](=[O:29])[CH3:28])[CH:20]=3)(=[O:18])=[O:17])[C:9]=2[CH:8]=[N:7]1)[CH3:2]. The yield is 0.720. (3) The yield is 0.470. The product is [Cl:1][C:2]1[CH:7]=[C:6]([Cl:8])[CH:5]=[CH:4][C:3]=1[C:9]1[N:10]=[C:11](/[CH:16]=[CH:17]/[C:18]2[CH:23]=[CH:22][C:21]([C:24]3[CH:25]=[CH:26][C:27]([O:30][CH2:32][C:33]([OH:35])=[O:34])=[CH:28][CH:29]=3)=[CH:20][CH:19]=2)[N:12]([CH2:14][CH3:15])[CH:13]=1. No catalyst specified. The reactants are [Cl:1][C:2]1[CH:7]=[C:6]([Cl:8])[CH:5]=[CH:4][C:3]=1[C:9]1[N:10]=[C:11](/[CH:16]=[CH:17]/[C:18]2[CH:23]=[CH:22][C:21]([C:24]3[CH:29]=[CH:28][C:27]([OH:30])=[CH:26][CH:25]=3)=[CH:20][CH:19]=2)[N:12]([CH2:14][CH3:15])[CH:13]=1.Br[CH2:32][C:33]([O:35]C)=[O:34]. (4) The reactants are [C:1]1([S:11]([NH2:14])(=[O:13])=[O:12])[C:2]([S:7]([NH2:10])(=[O:9])=[O:8])=[CH:3][CH:4]=[CH:5][CH:6]=1.[O:15]1[C:20]2=[CH:21][CH:22]=[CH:23][C:19]2=[CH:18][CH:17]=[C:16]1[C:24]1[CH:32]=[CH:31][CH:30]=[CH:29][C:25]=1[C:26](O)=[O:27].C(Cl)CCl. The catalyst is CN(C1C=CN=CC=1)C.CN(C=O)C.O. The product is [O:15]1[C:20]2=[CH:21][CH:22]=[CH:23][C:19]2=[CH:18][CH:17]=[C:16]1[C:24]1[CH:32]=[CH:31][CH:30]=[CH:29][C:25]=1[C:26]([NH:10][S:7]([C:2]1[CH:3]=[CH:4][CH:5]=[CH:6][C:1]=1[S:11](=[O:13])(=[O:12])[NH2:14])(=[O:9])=[O:8])=[O:27]. The yield is 0.150.